This data is from Reaction yield outcomes from USPTO patents with 853,638 reactions. The task is: Predict the reaction yield, written as a fraction of the theoretical maximum amount of product (1.0 means a 100% yield; for example, 0.34 means a 34% yield). (1) The reactants are [Cl:1][C:2]1[CH:21]=[CH:20][C:5]([C:6]([NH:8][CH2:9][C:10]2[CH:19]=[CH:18][C:13]([C:14](OC)=[O:15])=[CH:12][CH:11]=2)=[O:7])=[CH:4][CH:3]=1.O.[NH2:23][NH2:24]. The catalyst is CCO. The product is [Cl:1][C:2]1[CH:21]=[CH:20][C:5]([C:6]([NH:8][CH2:9][C:10]2[CH:19]=[CH:18][C:13]([C:14]([NH:23][NH2:24])=[O:15])=[CH:12][CH:11]=2)=[O:7])=[CH:4][CH:3]=1. The yield is 0.700. (2) The reactants are C([O:8][C:9]1[CH:14]=[CH:13][CH:12]=[C:11]([CH3:15])[C:10]=1[CH:16]([C:18]1[CH:23]=[CH:22][C:21]([O:24][CH3:25])=[CH:20][CH:19]=1)O)C1C=CC=CC=1.Cl. The catalyst is CO.[OH-].[Pd+2].[OH-]. The product is [CH3:25][O:24][C:21]1[CH:20]=[CH:19][C:18]([CH2:16][C:10]2[C:11]([CH3:15])=[CH:12][CH:13]=[CH:14][C:9]=2[OH:8])=[CH:23][CH:22]=1. The yield is 0.860.